From a dataset of Forward reaction prediction with 1.9M reactions from USPTO patents (1976-2016). Predict the product of the given reaction. (1) The product is: [Cl:1][C:2]1[CH:3]=[C:4]2[C:9](=[CH:10][C:11]=1[C:12]([N:14]1[CH2:18][CH2:17][CH2:16][CH2:15]1)=[O:13])[N:8]=[CH:7][N:6]=[C:5]2[NH:19][CH:20]([C:26]1[NH:30][C:29]2[CH:38]=[CH:39][C:40]([Cl:42])=[CH:41][C:28]=2[N:27]=1)[CH2:21][CH2:22][C:23]([NH:52][CH2:51][CH2:50][NH:49][C:46]1[CH:47]=[CH:48][N:43]=[CH:44][CH:45]=1)=[O:25]. Given the reactants [Cl:1][C:2]1[CH:3]=[C:4]2[C:9](=[CH:10][C:11]=1[C:12]([N:14]1[CH2:18][CH2:17][CH2:16][CH2:15]1)=[O:13])[N:8]=[CH:7][N:6]=[C:5]2[NH:19][CH:20]([C:26]1[N:30](C(OC(C)(C)C)=O)[C:29]2[CH:38]=[CH:39][C:40]([Cl:42])=[CH:41][C:28]=2[N:27]=1)[CH2:21][CH2:22][C:23]([OH:25])=O.[N:43]1[CH:48]=[CH:47][C:46]([NH:49][CH2:50][CH2:51][NH2:52])=[CH:45][CH:44]=1.CN(C(ON1N=NC2C=CC=CC1=2)=[N+](C)C)C.[B-](F)(F)(F)F.FC(F)(F)C(O)=O, predict the reaction product. (2) Given the reactants Br[C:2]1[CH:3]=[C:4]2[C:9](=[CH:10][CH:11]=1)[N:8]=[C:7]([N:12]([CH2:14][C:15]1[CH:20]=[CH:19][C:18]([F:21])=[CH:17][CH:16]=1)[CH3:13])[CH:6]=[N:5]2.C([N:29]1[CH:33]=[C:32](B2OC(C)(C)C(C)(C)O2)[CH:31]=[N:30]1)(OC(C)(C)C)=O.C(=O)([O-])[O-].[Cs+].[Cs+].[I-].[K+], predict the reaction product. The product is: [F:21][C:18]1[CH:19]=[CH:20][C:15]([CH2:14][N:12]([CH3:13])[C:7]2[CH:6]=[N:5][C:4]3[C:9](=[CH:10][CH:11]=[C:2]([C:32]4[CH:33]=[N:29][NH:30][CH:31]=4)[CH:3]=3)[N:8]=2)=[CH:16][CH:17]=1.